This data is from Full USPTO retrosynthesis dataset with 1.9M reactions from patents (1976-2016). The task is: Predict the reactants needed to synthesize the given product. (1) Given the product [F:1][C:2]1[C:7]([F:8])=[CH:6][CH:5]=[CH:4][C:3]=1[C@@:9]([NH:19][S@@:20]([C:22]([CH3:25])([CH3:24])[CH3:23])=[O:21])([CH2:10][CH2:11][OH:12])[CH3:18], predict the reactants needed to synthesize it. The reactants are: [F:1][C:2]1[C:7]([F:8])=[CH:6][CH:5]=[CH:4][C:3]=1[C@:9]([NH:19][S@@:20]([C:22]([CH3:25])([CH3:24])[CH3:23])=[O:21])([CH3:18])[CH2:10][C:11](OC(C)(C)C)=[O:12].[BH4-].[Li+].CO. (2) The reactants are: [CH3:1][O:2][C:3](=[O:39])[CH2:4][CH2:5][N:6]([C:23]1([C:28](=[O:38])[NH:29][O:30]CC2C=CC=CC=2)[CH2:27][CH2:26][CH2:25][CH2:24]1)[S:7]([C:10]1[CH:15]=[CH:14][C:13]([C:16]2[CH:21]=[CH:20][C:19]([F:22])=[CH:18][CH:17]=2)=[CH:12][CH:11]=1)(=[O:9])=[O:8]. Given the product [CH3:1][O:2][C:3](=[O:39])[CH2:4][CH2:5][N:6]([S:7]([C:10]1[CH:11]=[CH:12][C:13]([C:16]2[CH:21]=[CH:20][C:19]([F:22])=[CH:18][CH:17]=2)=[CH:14][CH:15]=1)(=[O:9])=[O:8])[C:23]1([C:28](=[O:38])[NH:29][OH:30])[CH2:24][CH2:25][CH2:26][CH2:27]1, predict the reactants needed to synthesize it. (3) Given the product [CH3:37][O:36][C:34](=[O:35])[NH:24][CH2:23][CH2:22][O:21][C:18]1[CH:19]=[C:20]2[C:15]([CH2:14][CH2:13][N:12]3[C:8]([C:6](=[O:7])[N:5]([C:1]([CH3:3])([CH3:4])[CH3:2])[CH3:32])=[N:9][C:10]([C:27]4[S:28][CH:29]=[CH:30][CH:31]=4)=[C:11]32)=[CH:16][C:17]=1[O:25][CH3:26], predict the reactants needed to synthesize it. The reactants are: [C:1]([N:5]([CH3:32])[C:6]([C:8]1[N:12]2[CH2:13][CH2:14][C:15]3[C:20]([C:11]2=[C:10]([C:27]2[S:28][CH:29]=[CH:30][CH:31]=2)[N:9]=1)=[CH:19][C:18]([O:21][CH2:22][CH2:23][NH2:24])=[C:17]([O:25][CH3:26])[CH:16]=3)=[O:7])([CH3:4])([CH3:3])[CH3:2].Cl[C:34]([O:36][CH3:37])=[O:35]. (4) Given the product [Cl:22][C:23]1[CH:31]=[C:30]([Cl:32])[CH:29]=[CH:28][C:24]=1[C:25]([NH:7][CH:8]([C:14](=[O:16])[CH3:15])[C:9]([O:11][CH2:12][CH3:13])=[O:10])=[O:26], predict the reactants needed to synthesize it. The reactants are: OS(O)(=O)=O.O[N:7]=[C:8]([C:14](=[O:16])[CH3:15])[C:9]([O:11][CH2:12][CH3:13])=[O:10].CC([O-])=O.[Na+].[Cl:22][C:23]1[CH:31]=[C:30]([Cl:32])[CH:29]=[CH:28][C:24]=1[C:25](Cl)=[O:26]. (5) Given the product [Br:23][C:18]1[C:17]2[C:16]([CH3:25])([CH3:24])[CH2:15][CH:14]=[C:13]([CH:26]([CH3:28])[CH3:27])[C:12]=2[CH:11]=[C:10](/[C:6](/[CH:7]([CH3:9])[CH3:8])=[C:5](/[F:29])\[CH2:4][OH:3])[C:19]=1[O:20][CH2:21][CH3:22], predict the reactants needed to synthesize it. The reactants are: C([O:3][C:4](=O)/[C:5](/[F:29])=[C:6](\[C:10]1[C:19]([O:20][CH2:21][CH3:22])=[C:18]([Br:23])[C:17]2[C:16]([CH3:25])([CH3:24])[CH2:15][CH:14]=[C:13]([CH:26]([CH3:28])[CH3:27])[C:12]=2[CH:11]=1)/[CH:7]([CH3:9])[CH3:8])C.[H-].C([Al+]CC(C)C)C(C)C. (6) Given the product [F:45][CH2:2][CH2:3][O:4][CH2:5][CH2:6][NH:7][C:8]([C:10]1[CH:34]=[CH:33][C:13]2[N:14]([CH3:32])[C:15]([NH:17][C:18]3[S:19][C:20]4[CH:26]=[C:25]([O:27][C:28]([F:30])([F:31])[F:29])[CH:24]=[CH:23][C:21]=4[N:22]=3)=[N:16][C:12]=2[CH:11]=1)=[O:9], predict the reactants needed to synthesize it. The reactants are: O[CH2:2][CH2:3][O:4][CH2:5][CH2:6][NH:7][C:8]([C:10]1[CH:34]=[CH:33][C:13]2[N:14]([CH3:32])[C:15]([NH:17][C:18]3[S:19][C:20]4[CH:26]=[C:25]([O:27][C:28]([F:31])([F:30])[F:29])[CH:24]=[CH:23][C:21]=4[N:22]=3)=[N:16][C:12]=2[CH:11]=1)=[O:9].COCCN(S(F)(F)[F:45])CCOC.